The task is: Predict the reactants needed to synthesize the given product.. This data is from Full USPTO retrosynthesis dataset with 1.9M reactions from patents (1976-2016). (1) The reactants are: [Br:1]Br.[C:3]1([C:9]2[C:23]3[C:22]4[C:24]5[C:18]([CH:19]=[CH:20][CH:21]=4)=[CH:17][CH:16]=[CH:15][C:14]=5[C:13]=3[C:12]([C:25]3[CH:30]=[CH:29][CH:28]=[CH:27][CH:26]=3)=[C:11]3[C:31](=[O:38])[N:32]([CH2:35][CH2:36][CH3:37])[C:33](=[O:34])[C:10]=23)[CH:8]=[CH:7][CH:6]=[CH:5][CH:4]=1.II. Given the product [Br:1][C:19]1[CH:20]=[CH:21][C:22]2=[C:24]3[C:18]=1[CH:17]=[CH:16][CH:15]=[C:14]3[C:13]1[C:12]([C:25]3[CH:30]=[CH:29][CH:28]=[CH:27][CH:26]=3)=[C:11]3[C:31](=[O:38])[N:32]([CH2:35][CH2:36][CH3:37])[C:33](=[O:34])[C:10]3=[C:9]([C:3]3[CH:8]=[CH:7][CH:6]=[CH:5][CH:4]=3)[C:23]=12, predict the reactants needed to synthesize it. (2) Given the product [I:1][C:2]1[N:3]=[C:4]([CH2:15][OH:16])[N:5]([CH2:7][O:8][CH2:9][CH2:10][Si:11]([CH3:12])([CH3:13])[CH3:14])[CH:6]=1, predict the reactants needed to synthesize it. The reactants are: [I:1][C:2]1[N:3]=[C:4]([CH:15]=[O:16])[N:5]([CH2:7][O:8][CH2:9][CH2:10][Si:11]([CH3:14])([CH3:13])[CH3:12])[CH:6]=1.[BH4-].[Na+].O. (3) Given the product [O:11]1[CH2:12][CH:13]=[C:14]([C:2]2[N:7]=[C:6]([C:8]([OH:10])=[O:9])[CH:5]=[CH:4][CH:3]=2)[CH2:15][CH2:16]1, predict the reactants needed to synthesize it. The reactants are: Br[C:2]1[N:7]=[C:6]([C:8]([OH:10])=[O:9])[CH:5]=[CH:4][CH:3]=1.[O:11]1[CH2:16][CH:15]=[C:14](B2OC(C)(C)C(C)(C)O2)[CH2:13][CH2:12]1.C(=O)([O-])[O-].[K+].[K+]. (4) Given the product [CH2:3]([C@H:10]1[CH2:14][O:13][C:12](=[O:15])[N:11]1[CH2:17][C:18]1[CH:23]=[C:22]([C:24]([F:25])([F:27])[F:26])[CH:21]=[CH:20][C:19]=1[I:28])[C:4]1[CH:5]=[CH:6][CH:7]=[CH:8][CH:9]=1, predict the reactants needed to synthesize it. The reactants are: [H-].[Na+].[CH2:3]([C@H:10]1[CH2:14][O:13][C:12](=[O:15])[NH:11]1)[C:4]1[CH:9]=[CH:8][CH:7]=[CH:6][CH:5]=1.Br[CH2:17][C:18]1[CH:23]=[C:22]([C:24]([F:27])([F:26])[F:25])[CH:21]=[CH:20][C:19]=1[I:28]. (5) Given the product [F:25][C:26]1[CH:31]=[CH:30][C:29]([N:32]2[C:5]([C:7]3[C:12](=[O:13])[CH:11]=[CH:10][N:9]([C:14]4[CH:19]=[CH:18][C:17]([S:20]([CH3:23])(=[O:22])=[O:21])=[CH:16][CH:15]=4)[N:8]=3)=[CH:4][CH:3]=[N:2]2)=[CH:28][CH:27]=1, predict the reactants needed to synthesize it. The reactants are: C[N:2](C)/[CH:3]=[CH:4]/[C:5]([C:7]1[C:12](=[O:13])[CH:11]=[CH:10][N:9]([C:14]2[CH:19]=[CH:18][C:17]([S:20]([CH3:23])(=[O:22])=[O:21])=[CH:16][CH:15]=2)[N:8]=1)=O.[F:25][C:26]1[CH:31]=[CH:30][C:29]([NH:32]N)=[CH:28][CH:27]=1. (6) Given the product [Cl:25][CH2:26][C:27]([NH:1][C:2]1[CH:10]=[CH:9][CH:8]=[C:7]2[C:3]=1[CH:4]=[C:5]([C:20]([O:22][CH2:23][CH3:24])=[O:21])[N:6]2[CH2:11][C:12]1[CH:17]=[CH:16][C:15]([Cl:18])=[C:14]([Cl:19])[CH:13]=1)=[O:28], predict the reactants needed to synthesize it. The reactants are: [NH2:1][C:2]1[CH:10]=[CH:9][CH:8]=[C:7]2[C:3]=1[CH:4]=[C:5]([C:20]([O:22][CH2:23][CH3:24])=[O:21])[N:6]2[CH2:11][C:12]1[CH:17]=[CH:16][C:15]([Cl:18])=[C:14]([Cl:19])[CH:13]=1.[Cl:25][CH2:26][C:27](Cl)=[O:28].C(N(CC)CC)C. (7) Given the product [Cl:1][C:2]1[CH:9]=[C:6]2[C:5](=[CH:4][CH:3]=1)[N:17]=[C:16]([NH2:18])[N:15]=[CH:7]2, predict the reactants needed to synthesize it. The reactants are: [Cl:1][C:2]1[CH:3]=[CH:4][C:5](F)=[C:6]([CH:9]=1)[CH:7]=O.C(=O)(O)O.[NH2:15][C:16]([NH2:18])=[NH:17].O. (8) Given the product [NH:8]1[C:4]2[N:5]=[CH:6][CH:7]=[C:2]([C:12]#[N:14])[C:3]=2[CH:10]=[CH:9]1, predict the reactants needed to synthesize it. The reactants are: Cl[C:2]1[CH:7]=[CH:6][N:5]=[C:4]2[NH:8][CH:9]=[CH:10][C:3]=12.C[C:12]([N:14](C)C)=O.